Dataset: Forward reaction prediction with 1.9M reactions from USPTO patents (1976-2016). Task: Predict the product of the given reaction. (1) Given the reactants [Cl:1][C:2]1[CH:3]=[C:4]([CH:8]=[CH:9][C:10]=1[N+:11]([O-:13])=[O:12])[C:5](Cl)=[O:6].C(N(CC)C(C)C)(C)C.[NH2:23][CH2:24][CH2:25][N:26]1[CH2:31][CH2:30][O:29][CH2:28][CH2:27]1, predict the reaction product. The product is: [Cl:1][C:2]1[CH:3]=[C:4]([CH:8]=[CH:9][C:10]=1[N+:11]([O-:13])=[O:12])[C:5]([NH:23][CH2:24][CH2:25][N:26]1[CH2:31][CH2:30][O:29][CH2:28][CH2:27]1)=[O:6]. (2) Given the reactants [CH3:1][O:2][C:3]1[CH:22]=[CH:21][C:6]([CH2:7][C@@H:8]2[C:12]3=[N:13][C:14]4[CH:19]=[CH:18][CH:17]=[CH:16][C:15]=4[N:11]3[C:10](=[O:20])[NH:9]2)=[CH:5][CH:4]=1.[CH3:23][O:24][C:25]1[CH:31]=[CH:30][C:28]([NH2:29])=[CH:27][CH:26]=1.C(O)(C(F)(F)F)=O, predict the reaction product. The product is: [NH:13]1[C:14]2[CH:19]=[CH:18][CH:17]=[CH:16][C:15]=2[N:11]=[C:12]1[C@H:8]([NH:9][C:10]([NH:29][C:28]1[CH:30]=[CH:31][C:25]([O:24][CH3:23])=[CH:26][CH:27]=1)=[O:20])[CH2:7][C:6]1[CH:21]=[CH:22][C:3]([O:2][CH3:1])=[CH:4][CH:5]=1. (3) Given the reactants [N+:1]([C:4]1([NH:12][C:13]2[CH:18]=[CH:17][CH:16]=[CH:15][C:14]=2[CH3:19])[CH:11]=[CH:10][CH:9]=[CH:8][CH:5]1[C:6]#[N:7])([O-])=O.S(S([O-])=O)([O-])=O.[Na+].[Na+], predict the reaction product. The product is: [NH2:1][C:4]1([NH:12][C:13]2[CH:18]=[CH:17][CH:16]=[CH:15][C:14]=2[CH3:19])[CH:11]=[CH:10][CH:9]=[CH:8][CH:5]1[C:6]#[N:7]. (4) Given the reactants [OH:1][C:2]1[CH:7]=[CH:6][C:5]([S:8][C:9]2[CH:14]=[CH:13][C:12]([NH:15][C:16]([C:18]3[S:19][CH:20]=[CH:21][CH:22]=3)=[O:17])=[CH:11][C:10]=2[N+:23]([O-])=O)=[CH:4][CH:3]=1.[NH4+].[Cl-], predict the reaction product. The product is: [NH2:23][C:10]1[CH:11]=[C:12]([NH:15][C:16]([C:18]2[S:19][CH:20]=[CH:21][CH:22]=2)=[O:17])[CH:13]=[CH:14][C:9]=1[S:8][C:5]1[CH:4]=[CH:3][C:2]([OH:1])=[CH:7][CH:6]=1. (5) Given the reactants [C:1]([C:3]1[CH:12]=[CH:11][C:10]2[C:5](=[CH:6][CH:7]=[CH:8][C:9]=2[O:13][CH2:14][CH2:15][N:16]2[CH2:21][CH2:20][C:19](=[CH:22][C:23]3[CH:24]=[C:25](Br)[CH:26]=[CH:27][CH:28]=3)[CH2:18][CH2:17]2)[N:4]=1)#[N:2].[CH3:30][N:31]1[CH2:36][CH2:35][NH:34][CH2:33][CH2:32]1, predict the reaction product. The product is: [CH3:30][N:31]1[CH2:36][CH2:35][N:34]([C:25]2[CH:24]=[C:23]([CH:28]=[CH:27][CH:26]=2)[CH:22]=[C:19]2[CH2:20][CH2:21][N:16]([CH2:15][CH2:14][O:13][C:9]3[CH:8]=[CH:7][CH:6]=[C:5]4[C:10]=3[CH:11]=[CH:12][C:3]([C:1]#[N:2])=[N:4]4)[CH2:17][CH2:18]2)[CH2:33][CH2:32]1.